Dataset: Catalyst prediction with 721,799 reactions and 888 catalyst types from USPTO. Task: Predict which catalyst facilitates the given reaction. (1) Reactant: [NH2:1][C:2]1([C:6]2[CH:11]=[CH:10][C:9]([C:12]3[N:13]=[C:14]4[C:19]([C:20]5[CH:24]=[CH:23][NH:22][N:21]=5)=[CH:18][C:17]([C:25]([O:27]C)=[O:26])=[N:16][N:15]4[C:29]=3[C:30]3[CH:35]=[CH:34][CH:33]=[CH:32][CH:31]=3)=[CH:8][CH:7]=2)[CH2:5][CH2:4][CH2:3]1.[OH-].[Na+].O.Cl. Product: [NH2:1][C:2]1([C:6]2[CH:11]=[CH:10][C:9]([C:12]3[N:13]=[C:14]4[C:19]([C:20]5[CH:24]=[CH:23][NH:22][N:21]=5)=[CH:18][C:17]([C:25]([OH:27])=[O:26])=[N:16][N:15]4[C:29]=3[C:30]3[CH:31]=[CH:32][CH:33]=[CH:34][CH:35]=3)=[CH:8][CH:7]=2)[CH2:5][CH2:4][CH2:3]1. The catalyst class is: 5. (2) Reactant: C[Si](C)(C)[N-][Si](C)(C)C.[Li+].[Br:11][C:12]1[CH:13]=[C:14]([CH3:19])[C:15](Cl)=[N:16][CH:17]=1.[Cl:20][C:21]1[CH:28]=[CH:27][CH:26]=[C:25]([F:29])[C:22]=1[C:23]#[N:24]. Product: [Br:11][C:12]1[CH:13]=[C:14]2[CH:19]=[C:23]([C:22]3[C:25]([F:29])=[CH:26][CH:27]=[CH:28][C:21]=3[Cl:20])[NH:24][C:15]2=[N:16][CH:17]=1. The catalyst class is: 1. (3) Reactant: [N+:1]([C:4]1[CH:5]=[CH:6][C:7]2[N:12]([CH2:13][CH2:14][N:15]3[CH2:20][CH2:19][CH2:18][CH2:17][CH2:16]3)[CH2:11][CH2:10][S:9][C:8]=2[CH:21]=1)([O-])=O.O.NN. Product: [N:15]1([CH2:14][CH2:13][N:12]2[CH2:11][CH2:10][S:9][C:8]3[CH:21]=[C:4]([NH2:1])[CH:5]=[CH:6][C:7]2=3)[CH2:20][CH2:19][CH2:18][CH2:17][CH2:16]1. The catalyst class is: 94. (4) Reactant: [CH:1]1([C:4]([NH:6][C:7]2[S:11][C:10]3[CH2:12][C:13](=O)[CH2:14][CH2:15][C:9]=3[C:8]=2[C:17]([NH2:19])=[O:18])=[O:5])[CH2:3][CH2:2]1.C([O-])([O-])=O.[K+].[K+].Cl.[NH2:27][OH:28]. Product: [CH:1]1([C:4]([NH:6][C:7]2[S:11][C:10]3[CH2:12][C:13](=[N:27][OH:28])[CH2:14][CH2:15][C:9]=3[C:8]=2[C:17]([NH2:19])=[O:18])=[O:5])[CH2:3][CH2:2]1. The catalyst class is: 10.